The task is: Regression. Given a peptide amino acid sequence and an MHC pseudo amino acid sequence, predict their binding affinity value. This is MHC class I binding data.. This data is from Peptide-MHC class I binding affinity with 185,985 pairs from IEDB/IMGT. (1) The peptide sequence is RELYYRLKF. The MHC is HLA-B57:01 with pseudo-sequence HLA-B57:01. The binding affinity (normalized) is 0.0847. (2) The peptide sequence is AGFTAGLTY. The MHC is HLA-A01:01 with pseudo-sequence HLA-A01:01. The binding affinity (normalized) is 0.0310. (3) The MHC is H-2-Kb with pseudo-sequence H-2-Kb. The binding affinity (normalized) is 0.595. The peptide sequence is VSFICTTIL. (4) The peptide sequence is FPIPTEVVA. The MHC is HLA-A02:16 with pseudo-sequence HLA-A02:16. The binding affinity (normalized) is 0.0847. (5) The peptide sequence is FYRNISDPL. The MHC is HLA-A01:01 with pseudo-sequence HLA-A01:01. The binding affinity (normalized) is 0.0847. (6) The peptide sequence is LTYSQLMTLK. The MHC is HLA-A33:01 with pseudo-sequence HLA-A33:01. The binding affinity (normalized) is 0.142. (7) The peptide sequence is FPQSNAVIQD. The MHC is HLA-B51:01 with pseudo-sequence HLA-B51:01. The binding affinity (normalized) is 0.